Task: Binary Classification. Given a miRNA mature sequence and a target amino acid sequence, predict their likelihood of interaction.. Dataset: Experimentally validated miRNA-target interactions with 360,000+ pairs, plus equal number of negative samples The miRNA is hsa-miR-1321 with sequence CAGGGAGGUGAAUGUGAU. The protein sequence of the target gene is MADRGGVGEAAAVGASPASVPGLNPTLGWRERLRAGLAGTGASLWFVAGLGLLYALRIPLRLCENLAAVTVFLNSLTPKFYVALTGTSSLISGLIFIFEWWYFHKHGTSFIEQVSVSHLQPLMGGTESSISEPGSPSRNRENETSRQNLSECKVWRNPLNLFRGAEYRRYTWVTGKEPLTYYDMNLSAQDHQTFFTCDTDFLRPSDTVMQKAWRERNPPARIKAAYQALELNNDCATAYVLLAEEEATTIVDAERLFKQALKAGETIYRQSQQCQHQSPQHEAQLRRDTNVLVYIKRRLA.... Result: 1 (interaction).